This data is from Full USPTO retrosynthesis dataset with 1.9M reactions from patents (1976-2016). The task is: Predict the reactants needed to synthesize the given product. (1) Given the product [Br:1][C:2]1[CH:30]=[CH:29][C:28]([F:31])=[CH:27][C:3]=1[O:4][C:5]1[CH:10]=[CH:9][C:8]([C:11]2[CH:15]=[C:14]([C:16]3[N:17]=[N:18][N:19]([CH2:21][C:22]([OH:24])=[O:23])[N:20]=3)[O:13][N:12]=2)=[CH:7][CH:6]=1, predict the reactants needed to synthesize it. The reactants are: [Br:1][C:2]1[CH:30]=[CH:29][C:28]([F:31])=[CH:27][C:3]=1[O:4][C:5]1[CH:10]=[CH:9][C:8]([C:11]2[CH:15]=[C:14]([C:16]3[N:17]=[N:18][N:19]([CH2:21][C:22]([O:24]CC)=[O:23])[N:20]=3)[O:13][N:12]=2)=[CH:7][CH:6]=1.[OH-].[Na+]. (2) Given the product [CH:29]1([NH:26][C:27]2[S:28][C:36]([CH3:37])=[C:35]([C:34]([O:33][CH3:32])=[O:40])[C:5]=2[C:4]([O:3][CH2:1][CH3:2])=[O:25])[CH2:31][CH2:30]1, predict the reactants needed to synthesize it. The reactants are: [CH2:1]([O:3][C:4](=[O:25])[CH:5]=P(C1C=CC=CC=1)(C1C=CC=CC=1)C1C=CC=CC=1)[CH3:2].[N:26]([CH:29]1[CH2:31][CH2:30]1)=[C:27]=[S:28].[CH3:32][O:33][C:34](=[O:40])[C:35](=O)[CH:36](Br)[CH3:37].O.